The task is: Predict the reaction yield, written as a fraction of the theoretical maximum amount of product (1.0 means a 100% yield; for example, 0.34 means a 34% yield).. This data is from Reaction yield outcomes from USPTO patents with 853,638 reactions. (1) The reactants are C[O:2][C:3]([C:5]1[S:6][C:7]([C:30]2[CH:35]=[CH:34][CH:33]=[CH:32][CH:31]=2)=[CH:8][C:9]=1[N:10]([CH:20]1[CH2:25][CH2:24][N:23]([S:26]([CH3:29])(=[O:28])=[O:27])[CH2:22][CH2:21]1)[C:11]([CH:13]1[CH2:18][CH2:17][CH:16]([CH3:19])[CH2:15][CH2:14]1)=[O:12])=[O:4].[OH-].[Li+]. No catalyst specified. The product is [CH3:29][S:26]([N:23]1[CH2:22][CH2:21][CH:20]([N:10]([C:11]([CH:13]2[CH2:14][CH2:15][CH:16]([CH3:19])[CH2:17][CH2:18]2)=[O:12])[C:9]2[CH:8]=[C:7]([C:30]3[CH:35]=[CH:34][CH:33]=[CH:32][CH:31]=3)[S:6][C:5]=2[C:3]([OH:4])=[O:2])[CH2:25][CH2:24]1)(=[O:27])=[O:28]. The yield is 0.740. (2) The reactants are C1(P(C2C=CC=CC=2)C2C=CC=CC=2)C=CC=CC=1.BrN1C(=O)CCC1=O.[CH:28]1([CH2:35][CH:36]([C:40]2[CH:45]=[CH:44][C:43]([S:46]([CH3:49])(=[O:48])=[O:47])=[CH:42][CH:41]=2)[C:37]([OH:39])=O)[CH2:34][CH2:33][CH2:32][CH2:31][CH2:30][CH2:29]1.[NH2:50][C:51]1[S:52][CH:53]=[CH:54][N:55]=1. The catalyst is C(Cl)Cl. The product is [CH:28]1([CH2:35][CH:36]([C:40]2[CH:45]=[CH:44][C:43]([S:46]([CH3:49])(=[O:48])=[O:47])=[CH:42][CH:41]=2)[C:37]([NH:50][C:51]2[S:52][CH:53]=[CH:54][N:55]=2)=[O:39])[CH2:29][CH2:30][CH2:31][CH2:32][CH2:33][CH2:34]1. The yield is 0.760. (3) The reactants are [C:1]([C:3]1[CH:8]=[CH:7][C:6]([S:9]([NH2:12])(=[O:11])=[O:10])=[CH:5][CH:4]=1)#[N:2].C1CCN2C(=NCCC2)CC1.[C:24]([O:28][CH3:29])(=[O:27])[CH:25]=[CH2:26]. The catalyst is C(#N)C. The product is [C:1]([C:3]1[CH:4]=[CH:5][C:6]([S:9]([NH:12][CH2:26][CH2:25][C:24]([O:28][CH3:29])=[O:27])(=[O:11])=[O:10])=[CH:7][CH:8]=1)#[N:2]. The yield is 0.410. (4) The reactants are [CH3:1][C:2]1[NH:3][C:4]2[C:9]([CH:10]=1)=[C:8]([C:11]([F:14])([F:13])[F:12])[C:7]([C:15]#[N:16])=[CH:6][CH:5]=2.Br[CH:18]([CH3:21])[C:19]#[N:20].C([O-])([O-])=O.[Cs+].[Cs+]. No catalyst specified. The product is [C:19]([CH:18]([N:3]1[C:4]2[C:9](=[C:8]([C:11]([F:12])([F:14])[F:13])[C:7]([C:15]#[N:16])=[CH:6][CH:5]=2)[CH:10]=[C:2]1[CH3:1])[CH3:21])#[N:20].[C:19]([CH2:18][CH2:21][N:3]1[C:4]2[C:9](=[C:8]([C:11]([F:12])([F:14])[F:13])[C:7]([C:15]#[N:16])=[CH:6][CH:5]=2)[CH:10]=[C:2]1[CH3:1])#[N:20]. The yield is 0.270.